Predict the product of the given reaction. From a dataset of Forward reaction prediction with 1.9M reactions from USPTO patents (1976-2016). (1) Given the reactants [Cl:1][C:2]1[CH:3]=[C:4]([CH:9]2[CH2:14][CH2:13][N:12]([CH2:15][C@H:16]([OH:34])[CH2:17][O:18][C:19]3[C:27]4[CH:26]=[C:25]([C:28]5[O:29][C:30]([CH3:33])=[N:31][N:32]=5)[O:24][C:23]=4[CH:22]=[CH:21][CH:20]=3)[CH2:11][CH2:10]2)[CH:5]=[CH:6][C:7]=1[Cl:8].[C:35](OC(=O)C)(=[O:37])[CH3:36], predict the reaction product. The product is: [ClH:1].[C:35]([O:34][C@@H:16]([CH2:15][N:12]1[CH2:11][CH2:10][CH:9]([C:4]2[CH:5]=[CH:6][C:7]([Cl:8])=[C:2]([Cl:1])[CH:3]=2)[CH2:14][CH2:13]1)[CH2:17][O:18][C:19]1[C:27]2[CH:26]=[C:25]([C:28]3[O:29][C:30]([CH3:33])=[N:31][N:32]=3)[O:24][C:23]=2[CH:22]=[CH:21][CH:20]=1)(=[O:37])[CH3:36]. (2) Given the reactants [Cl:1][C:2]1[N:7]=[C:6]([C:8](O)=[O:9])[C:5]([CH3:11])=[CH:4][CH:3]=1.ClC(OCC(C)C)=O.CN1CCOCC1.[NH2:27][C:28]1[C:33]([CH3:34])=[CH:32][N:31]=[C:30]([C:35]([O:37][CH2:38][CH3:39])=[O:36])[C:29]=1[CH3:40], predict the reaction product. The product is: [Cl:1][C:2]1[N:7]=[C:6]([C:8]([NH:27][C:28]2[C:33]([CH3:34])=[CH:32][N:31]=[C:30]([C:35]([O:37][CH2:38][CH3:39])=[O:36])[C:29]=2[CH3:40])=[O:9])[C:5]([CH3:11])=[CH:4][CH:3]=1. (3) Given the reactants [Br:1][C:2]1[CH:6]=[CH:5][S:4][C:3]=1[C:7]1[O:8][C:9]2[C:10](=[C:12]([C:16]([OH:18])=O)[CH:13]=[CH:14][CH:15]=2)[N:11]=1.Cl.Cl.[NH2:21][CH:22]1[CH2:29][CH:28]2[N:30]([CH3:31])[CH:24]([CH2:25][CH2:26][CH2:27]2)[CH2:23]1.Cl.C(N=C=NCCCN(C)C)C.ON1C2C=CC=CC=2N=N1.C(N(CC)CC)C, predict the reaction product. The product is: [CH3:31][N:30]1[CH:24]2[CH2:25][CH2:26][CH2:27][CH:28]1[CH2:29][CH:22]([NH:21][C:16]([C:12]1[CH:13]=[CH:14][CH:15]=[C:9]3[O:8][C:7]([C:3]4[S:4][CH:5]=[CH:6][C:2]=4[Br:1])=[N:11][C:10]=13)=[O:18])[CH2:23]2.